This data is from Catalyst prediction with 721,799 reactions and 888 catalyst types from USPTO. The task is: Predict which catalyst facilitates the given reaction. (1) Reactant: [CH2:1]([O:3][C:4](=[O:16])[CH2:5][C:6]1[CH2:10][CH2:9][CH2:8][C:7]=1[C:11]([O:13]CC)=O)[CH3:2].[H-].[Na+].[Cl:19][C:20]1[CH:29]=[C:28]([I:30])[CH:27]=[CH:26][C:21]=1[N:22]=[C:23]=[N:24][CH3:25]. Product: [Cl:19][C:20]1[CH:29]=[C:28]([I:30])[CH:27]=[CH:26][C:21]=1[NH:22][C:23]1[N:24]([CH3:25])[C:11](=[O:13])[C:7]2[CH2:8][CH2:9][CH2:10][C:6]=2[C:5]=1[C:4]([O:3][CH2:1][CH3:2])=[O:16]. The catalyst class is: 1. (2) Reactant: C([N:8]1[CH2:13][CH2:12][N:11]([C@@H:14]([CH2:19][NH:20][C:21]([O:23][C:24]([CH3:27])([CH3:26])[CH3:25])=[O:22])[C:15]([O:17][CH3:18])=[O:16])[CH2:10][CH2:9]1)C1C=CC=CC=1. Product: [C:24]([O:23][C:21]([NH:20][CH2:19][C@H:14]([N:11]1[CH2:10][CH2:9][NH:8][CH2:13][CH2:12]1)[C:15]([O:17][CH3:18])=[O:16])=[O:22])([CH3:27])([CH3:25])[CH3:26]. The catalyst class is: 29.